The task is: Predict which catalyst facilitates the given reaction.. This data is from Catalyst prediction with 721,799 reactions and 888 catalyst types from USPTO. Reactant: C([N:4]([CH2:8][CH3:9])[CH:5]([CH3:7])[CH3:6])(C)C.[CH2:10]([S:17][C:18]1[N:23]=[C:22]([NH2:24])C=C(Cl)[N:19]=1)[C:11]1[CH:16]=[CH:15][CH:14]=[CH:13][CH:12]=1.[OH2:26]. Product: [NH2:24][C:22]1[N:23]=[C:18]([S:17][CH2:10][C:11]2[CH:16]=[CH:15][CH:14]=[CH:13][CH:12]=2)[N:19]=[C:8]([NH:4][C@H:5]([CH3:6])[CH2:7][OH:26])[CH:9]=1. The catalyst class is: 37.